Dataset: Reaction yield outcomes from USPTO patents with 853,638 reactions. Task: Predict the reaction yield, written as a fraction of the theoretical maximum amount of product (1.0 means a 100% yield; for example, 0.34 means a 34% yield). (1) The reactants are [N:1]12[CH2:8][CH2:7][CH:4]([CH2:5][CH2:6]1)[CH:3]([O:9][C:10](=[O:23])[NH:11][C:12]([C:15]1[CH:20]=[C:19](Br)[CH:18]=[CH:17][C:16]=1[F:22])([CH3:14])[CH3:13])[CH2:2]2.[C:24]1(B(O)O)[CH:29]=[CH:28][CH:27]=[CH:26][CH:25]=1. The catalyst is C([O-])(=O)C.[Pd+2].C([O-])(=O)C. The product is [N:1]12[CH2:8][CH2:7][CH:4]([CH2:5][CH2:6]1)[CH:3]([O:9][C:10](=[O:23])[NH:11][C:12]([C:15]1[CH:20]=[C:19]([C:24]3[CH:29]=[CH:28][CH:27]=[CH:26][CH:25]=3)[CH:18]=[CH:17][C:16]=1[F:22])([CH3:14])[CH3:13])[CH2:2]2. The yield is 0.260. (2) The reactants are [C:1]([N:5]1[CH:9]=[C:8]([C:10]2[N:15]=[CH:14][C:13]3[CH:16]=[N:17][N:18]([C:19]4[N:24]=[C:23]([N:25]5[CH2:31][CH2:30][CH2:29][N:28](C(OC(C)(C)C)=O)[CH2:27][CH2:26]5)[CH:22]=[CH:21][CH:20]=4)[C:12]=3[CH:11]=2)[CH:7]=[N:6]1)([CH3:4])([CH3:3])[CH3:2].C(O)(C(F)(F)F)=O.N. The catalyst is C(Cl)Cl.CO. The product is [N:25]1([C:23]2[N:24]=[C:19]([N:18]3[C:12]4[CH:11]=[C:10]([C:8]5[CH:7]=[N:6][N:5]([C:1]([CH3:4])([CH3:3])[CH3:2])[CH:9]=5)[N:15]=[CH:14][C:13]=4[CH:16]=[N:17]3)[CH:20]=[CH:21][CH:22]=2)[CH2:31][CH2:30][CH2:29][NH:28][CH2:27][CH2:26]1. The yield is 0.560. (3) The reactants are [Br:1][C:2]1[CH:7]=[CH:6][C:5]([O:8][CH3:9])=[CH:4][C:3]=1[NH2:10].C(O[CH:14]=[C:15]([C:21]([O:23][CH2:24][CH3:25])=[O:22])[C:16]([O:18][CH2:19][CH3:20])=[O:17])C. No catalyst specified. The product is [CH2:19]([O:18][C:16](=[O:17])[C:15](=[CH:14][NH:10][C:3]1[CH:4]=[C:5]([O:8][CH3:9])[CH:6]=[CH:7][C:2]=1[Br:1])[C:21]([O:23][CH2:24][CH3:25])=[O:22])[CH3:20]. The yield is 0.810. (4) The reactants are [Br:1]Br.[Cl:3][C:4]1[CH:9]=[C:8]([N+:10]([O-:12])=[O:11])[C:7]([OH:13])=[CH:6][CH:5]=1.N1C=CC=CC=1. The catalyst is ClCCl. The product is [N+:10]([C:8]1[CH:9]=[C:4]([Cl:3])[CH:5]=[C:6]([Br:1])[C:7]=1[OH:13])([O-:12])=[O:11]. The yield is 0.820.